This data is from Retrosynthesis with 50K atom-mapped reactions and 10 reaction types from USPTO. The task is: Predict the reactants needed to synthesize the given product. (1) Given the product COC(=O)C#Cc1cn(S(=O)(=O)c2ccc(C)cc2)c2ncnc(OCC(C)C)c12, predict the reactants needed to synthesize it. The reactants are: C#CC(=O)OC.Cc1ccc(S(=O)(=O)n2cc(I)c3c(OCC(C)C)ncnc32)cc1. (2) Given the product CC(=O)c1cc(C(C)(C)C)c(O)c(C(=O)Nc2ccc(S(=O)(=O)C(F)(F)F)cc2Cl)c1C, predict the reactants needed to synthesize it. The reactants are: CC(=O)c1cc(C(C)(C)C)c(O)c(C(=O)O)c1C.Nc1ccc(S(=O)(=O)C(F)(F)F)cc1Cl. (3) Given the product C[C@@H]1CN(c2cscn2)CCN1, predict the reactants needed to synthesize it. The reactants are: Brc1cscn1.C[C@@H]1CNCCN1. (4) The reactants are: Clc1cnnc(Cl)c1.O=C(c1cc(F)ccc1-n1nccn1)N1CC[C@H]2CN[C@H]2C1. Given the product O=C(c1cc(F)ccc1-n1nccn1)N1CC[C@H]2CN(c3cnnc(Cl)c3)[C@H]2C1, predict the reactants needed to synthesize it. (5) The reactants are: COC(=O)c1cccc(=O)n1CC(=O)c1ccc(Cl)cc1. Given the product O=C(Cn1c(C(=O)O)cccc1=O)c1ccc(Cl)cc1, predict the reactants needed to synthesize it. (6) Given the product COc1cc2nccc(Oc3ccc(-c4cncn(Cc5c(F)cc(Cl)cc5F)c4=O)cc3F)c2cc1OC, predict the reactants needed to synthesize it. The reactants are: COc1cc2nccc(Cl)c2cc1OC.O=c1c(-c2ccc(O)c(F)c2)cncn1Cc1c(F)cc(Cl)cc1F. (7) Given the product Clc1cc(Cl)c2[nH]c(-c3ccccc3)cc2c1, predict the reactants needed to synthesize it. The reactants are: C#Cc1ccccc1.Nc1c(Cl)cc(Cl)cc1I. (8) Given the product O=C(O)/C=C/C(=O)O, predict the reactants needed to synthesize it. The reactants are: CCOC1=C2C=c3c(cnn3CC(C)N=[N+]=[N-])=C2CC=C1.